Dataset: Reaction yield outcomes from USPTO patents with 853,638 reactions. Task: Predict the reaction yield, written as a fraction of the theoretical maximum amount of product (1.0 means a 100% yield; for example, 0.34 means a 34% yield). (1) The reactants are [Cl:1][C:2]1[CH:7]=[CH:6][C:5]([CH:8]([C:10]2[CH:15]=[CH:14][N:13]=[CH:12][CH:11]=2)O)=[CH:4][CH:3]=1.[Cl:16][C:17]1[CH:18]=[C:19]([NH:24][C:25](=[O:27])[CH3:26])[CH:20]=[C:21]([Cl:23])[CH:22]=1.[NH4+].[OH-]. No catalyst specified. The product is [Cl:16][C:17]1[CH:18]=[C:19]([NH:24][C:25](=[O:27])[CH3:26])[CH:20]=[C:21]([Cl:23])[C:22]=1[CH:8]([C:5]1[CH:6]=[CH:7][C:2]([Cl:1])=[CH:3][CH:4]=1)[C:10]1[CH:15]=[CH:14][N:13]=[CH:12][CH:11]=1. The yield is 0.870. (2) The catalyst is CN(C)C=O. The reactants are [CH3:1][S:2]([NH2:5])(=[O:4])=[O:3].[H-].[Na+].[CH3:8][C:9]1([CH3:36])[CH2:18][C:17]2[C:12](=[CH:13][CH:14]=[C:15]([C:19](O)=[O:20])[CH:16]=2)[NH:11][CH:10]1[C:22]1[CH:27]=[CH:26][CH:25]=[C:24]([NH:28][C:29]([CH3:35])([C:31](=[O:34])[NH:32][CH3:33])[CH3:30])[CH:23]=1.C(N1C=CN=C1)(N1C=CN=C1)=O. The product is [CH3:1][S:2]([NH:5][C:19]([C:15]1[CH:16]=[C:17]2[C:12](=[CH:13][CH:14]=1)[NH:11][CH:10]([C:22]1[CH:23]=[C:24]([NH:28][C:29]([CH3:35])([CH3:30])[C:31]([NH:32][CH3:33])=[O:34])[CH:25]=[CH:26][CH:27]=1)[C:9]([CH3:36])([CH3:8])[CH2:18]2)=[O:20])(=[O:4])=[O:3]. The yield is 0.250. (3) The reactants are [CH2:1]([S:3][CH2:4][OH:5])[CH3:2].[Si:6](Cl)([C:9]([CH3:12])([CH3:11])[CH3:10])([CH3:8])[CH3:7].C(N(CC)CC)C. The catalyst is ClCCl.CN(C1C=CN=CC=1)C. The product is [CH2:1]([S:3][CH2:4][O:5][Si:6]([C:9]([CH3:12])([CH3:11])[CH3:10])([CH3:8])[CH3:7])[CH3:2]. The yield is 0.840. (4) The reactants are [NH2:1][C:2]1[S:3][C:4]2[CH2:15][CH2:14][CH2:13][CH2:12][C:5]=2[C:6]=1[C:7](OCC)=[O:8].ClC1C=CC=C2C=1C1C(=O)NC(NC(=O)C(C)(C)C)=[N:26][C:20]=1[NH:21]2.O.[OH-].[NH4+]. The catalyst is CS(C)(=O)=O. The product is [NH2:21][C:20]1[NH:26][C:7](=[O:8])[C:6]2[C:5]3[CH2:12][CH2:13][CH2:14][CH2:15][C:4]=3[S:3][C:2]=2[N:1]=1. The yield is 0.600. (5) The reactants are [CH:1]1([CH:4]=O)[CH2:3][CH2:2]1.[NH2:6][C:7]1[CH:8]=[C:9]2[C:13](=[CH:14][CH:15]=1)[N:12]([CH2:16][C:17]1[CH:22]=[CH:21][CH:20]=[C:19]([O:23][CH3:24])[CH:18]=1)[C:11]([C:25]([O:27][CH2:28][CH3:29])=[O:26])=[C:10]2[C:30]1[CH:35]=[CH:34][C:33]([C:36]([CH3:39])([CH3:38])[CH3:37])=[CH:32][CH:31]=1.[BH4-].[Na+]. The catalyst is C1(C)C=CC=CC=1.C(OCC)(=O)C. The yield is 0.780. The product is [C:36]([C:33]1[CH:32]=[CH:31][C:30]([C:10]2[C:9]3[C:13](=[CH:14][CH:15]=[C:7]([NH:6][CH2:4][CH:1]4[CH2:2][CH2:3]4)[CH:8]=3)[N:12]([CH2:16][C:17]3[CH:22]=[CH:21][CH:20]=[C:19]([O:23][CH3:24])[CH:18]=3)[C:11]=2[C:25]([O:27][CH2:28][CH3:29])=[O:26])=[CH:35][CH:34]=1)([CH3:39])([CH3:37])[CH3:38]. (6) The reactants are [C:1]([OH:18])(=[O:17])[C:2]1[C:3](=[CH:7][C:8](=[C:12]([CH:16]=1)[C:13]([OH:15])=[O:14])[C:9]([OH:11])=[O:10])[C:4]([OH:6])=[O:5].[H][H]. The catalyst is [Rh].O. The product is [CH:8]1([C:9]([OH:11])=[O:10])[CH2:7][CH:3]([C:4]([OH:6])=[O:5])[CH:2]([C:1]([OH:18])=[O:17])[CH2:16][CH:12]1[C:13]([OH:15])=[O:14]. The yield is 0.850. (7) The reactants are ClC[CH2:3][O:4][C:5]1[CH:6]=[C:7]2[C:12](=[CH:13][C:14]=1[O:15][CH3:16])[N:11]=[C:10]([C:17]1[CH:22]=[CH:21][CH:20]=[C:19]([C:23]3[CH:28]=[CH:27][CH:26]=[CH:25][CH:24]=3)[CH:18]=1)[N:9]=[C:8]2[NH:29][C:30]1[CH:31]=[C:32]2[C:36](=[CH:37][CH:38]=1)[N:35](C(OC(C)(C)C)=O)[N:34]=[CH:33]2.[CH3:46][NH:47][CH3:48].[CH3:49]S(C)=O. No catalyst specified. The product is [CH3:46][N:47]([CH3:49])[CH2:48][CH2:3][O:4][C:5]1[CH:6]=[C:7]2[C:12](=[CH:13][C:14]=1[O:15][CH3:16])[N:11]=[C:10]([C:17]1[CH:22]=[CH:21][CH:20]=[C:19]([C:23]3[CH:24]=[CH:25][CH:26]=[CH:27][CH:28]=3)[CH:18]=1)[N:9]=[C:8]2[NH:29][C:30]1[CH:31]=[C:32]2[C:36](=[CH:37][CH:38]=1)[NH:35][N:34]=[CH:33]2. The yield is 0.450. (8) The catalyst is CC(C)=O. The product is [CH2:1]([N:8]1[CH2:12][CH:11]2[CH:10]([O:13]2)[CH2:9]1)[C:2]1[CH:7]=[CH:6][CH:5]=[CH:4][CH:3]=1. The reactants are [CH2:1]([N:8]1[CH2:12][CH2:11][CH:10]=[CH:9]1)[C:2]1[CH:7]=[CH:6][CH:5]=[CH:4][CH:3]=1.[OH:13]S(O)(=O)=O.O.C1C=C(Cl)C=C(C(OO)=O)C=1. The yield is 0.770.